The task is: Predict the product of the given reaction.. This data is from Forward reaction prediction with 1.9M reactions from USPTO patents (1976-2016). (1) The product is: [CH3:1][O:2][C:3]([C:5]1([C:9]2[CH:14]=[CH:13][C:12]([NH:15][C:16]3[C:21]4[CH2:22][CH2:23][CH2:24][C:20]=4[N:19]=[C:18]([N:26]4[CH2:31][CH2:30][O:29][CH2:28][CH2:27]4)[N:17]=3)=[CH:11][CH:10]=2)[CH2:8][CH2:7][CH2:6]1)=[O:4]. Given the reactants [CH3:1][O:2][C:3]([C:5]1([C:9]2[CH:14]=[CH:13][C:12]([NH:15][C:16]3[C:21]4[CH2:22][CH2:23][CH2:24][C:20]=4[N:19]=[C:18](Cl)[N:17]=3)=[CH:11][CH:10]=2)[CH2:8][CH2:7][CH2:6]1)=[O:4].[NH:26]1[CH2:31][CH2:30][O:29][CH2:28][CH2:27]1.C(N(C(C)C)CC)(C)C, predict the reaction product. (2) Given the reactants [NH2:1][CH:2]1[CH2:11][C:10]2[C:9]([C:12]([NH2:14])=[O:13])=[CH:8][CH:7]=[C:6]([F:15])[C:5]=2[O:4][CH2:3]1.[F:16][C:17]1[CH:18]=[C:19]2[C:23](=[CH:24][CH:25]=1)[NH:22][CH:21]=[C:20]2[CH2:26][CH2:27][C:28](=O)[CH3:29].C(O)(=O)C.C(O[BH-](OC(=O)C)OC(=O)C)(=O)C.[Na+], predict the reaction product. The product is: [F:15][C:6]1[C:5]2[O:4][CH2:3][CH:2]([NH:1][CH:28]([CH3:29])[CH2:27][CH2:26][C:20]3[C:19]4[C:23](=[CH:24][CH:25]=[C:17]([F:16])[CH:18]=4)[NH:22][CH:21]=3)[CH2:11][C:10]=2[C:9]([C:12]([NH2:14])=[O:13])=[CH:8][CH:7]=1. (3) Given the reactants [CH:1]1([CH:7]([NH:18][C:19]2[CH:24]=[CH:23][C:22]([C:25]([N:27]([CH3:35])[CH2:28][CH2:29][C:30]([O:32]CC)=[O:31])=[O:26])=[CH:21][CH:20]=2)[C:8]2[O:9][C:10]3[CH:17]=[CH:16][CH:15]=[CH:14][C:11]=3[C:12]=2[CH3:13])[CH2:6][CH2:5][CH2:4][CH2:3][CH2:2]1.CCCCCC.C(O)C.C(O)C.[OH-].[Li+], predict the reaction product. The product is: [CH:1]1([CH:7]([NH:18][C:19]2[CH:24]=[CH:23][C:22]([C:25]([N:27]([CH3:35])[CH2:28][CH2:29][C:30]([OH:32])=[O:31])=[O:26])=[CH:21][CH:20]=2)[C:8]2[O:9][C:10]3[CH:17]=[CH:16][CH:15]=[CH:14][C:11]=3[C:12]=2[CH3:13])[CH2:6][CH2:5][CH2:4][CH2:3][CH2:2]1. (4) Given the reactants [C:1](Cl)(=[O:5])[CH:2]([CH3:4])[CH3:3].CCN(CC)CC.[Cl:14][C:15]1[CH:20]=[C:19]([N+:21]([O-:23])=[O:22])[CH:18]=[CH:17][C:16]=1[N:24]1[CH2:29][CH2:28][NH:27][CH2:26][CH2:25]1, predict the reaction product. The product is: [Cl:14][C:15]1[CH:20]=[C:19]([N+:21]([O-:23])=[O:22])[CH:18]=[CH:17][C:16]=1[N:24]1[CH2:29][CH2:28][N:27]([C:1](=[O:5])[CH:2]([CH3:4])[CH3:3])[CH2:26][CH2:25]1.